From a dataset of Catalyst prediction with 721,799 reactions and 888 catalyst types from USPTO. Predict which catalyst facilitates the given reaction. (1) Reactant: Cl[C:2]1[N:7]=[C:6]([C:8]2[C:9]([N:28]([CH3:33])[S:29]([CH3:32])(=[O:31])=[O:30])=[CH:10][C:11]3[O:15][C:14]([C:16]4[CH:21]=[CH:20][C:19]([F:22])=[CH:18][CH:17]=4)=[C:13]([C:23]([NH:25][CH3:26])=[O:24])[C:12]=3[CH:27]=2)[CH:5]=[CH:4][C:3]=1[C:34]1([CH2:37]O)[CH2:36][CH2:35]1.[F:39][C:40]1[CH:48]=[CH:47][CH:46]=[C:45]2[C:41]=1[CH:42]=[C:43](B1OC(C)(C)C(C)(C)O1)[NH:44]2.C([O-])([O-])=O.[Cs+].[Cs+].C1(P(C2C=CC=CC=2)C2C=CC=CC=2)C=CC=CC=1.CC(OC(/N=N/C(OC(C)C)=O)=O)C. Product: [F:39][C:40]1[C:41]2[CH:42]=[C:43]3[C:2]4[N:7]=[C:6]([C:8]5[C:9]([N:28]([CH3:33])[S:29]([CH3:32])(=[O:30])=[O:31])=[CH:10][C:11]6[O:15][C:14]([C:16]7[CH:17]=[CH:18][C:19]([F:22])=[CH:20][CH:21]=7)=[C:13]([C:23]([NH:25][CH3:26])=[O:24])[C:12]=6[CH:27]=5)[CH:5]=[CH:4][C:3]=4[C:34]4([CH2:35][CH2:36]4)[CH2:37][N:44]3[C:45]=2[CH:46]=[CH:47][CH:48]=1. The catalyst class is: 38. (2) Reactant: Cl[CH2:2][C:3]1[CH:4]=[C:5]([C:9]2[CH:10]=[C:11]3[C:16](=[CH:17][CH:18]=2)[N:15]([CH3:19])[C:14](=[O:20])[CH2:13][CH2:12]3)[CH:6]=[N:7][CH:8]=1.[F:21][C:22]1[CH:23]=[CH:24][C:25](=[O:28])[NH:26][CH:27]=1.C([O-])([O-])=O.[K+].[K+]. Product: [F:21][C:22]1[CH:23]=[CH:24][C:25]([O:28][CH2:2][C:3]2[CH:4]=[C:5]([C:9]3[CH:10]=[C:11]4[C:16](=[CH:17][CH:18]=3)[N:15]([CH3:19])[C:14](=[O:20])[CH2:13][CH2:12]4)[CH:6]=[N:7][CH:8]=2)=[N:26][CH:27]=1. The catalyst class is: 3. (3) Reactant: COC1C=CC(C[CH:8]([C:12]2[CH:17]=[CH:16][CH:15]=[C:14]([CH2:18][CH2:19][NH:20][C:21]([CH:23]3[C:32]4[C:27](=[CH:28][CH:29]=[CH:30][CH:31]=4)[C:26](=[O:33])[N:25]([CH:34]4[CH2:39][CH2:38][CH2:37][CH2:36][CH:35]4[OH:40])[CH:24]3[C:41]3[CH:46]=[CH:45][C:44]([Cl:47])=[CH:43][C:42]=3[Cl:48])=[O:22])[CH:13]=2)[C:9]([O-:11])=[O:10])=CC=1.FC(F)(F)C(O)=O. Product: [Cl:48][C:42]1[CH:43]=[C:44]([Cl:47])[CH:45]=[CH:46][C:41]=1[CH:24]1[CH:23]([C:21]([NH:20][CH2:19][CH2:18][C:14]2[CH:13]=[C:12]([CH2:8][C:9]([OH:11])=[O:10])[CH:17]=[CH:16][CH:15]=2)=[O:22])[C:32]2[C:27](=[CH:28][CH:29]=[CH:30][CH:31]=2)[C:26](=[O:33])[N:25]1[CH:34]1[CH2:39][CH2:38][CH2:37][CH2:36][CH:35]1[OH:40]. The catalyst class is: 344. (4) Reactant: C([N:8]1[CH2:17][CH2:16][C:15]2[C:10](=[CH:11][CH:12]=[N:13][C:14]=2[O:18][CH2:19][CH2:20][CH2:21][CH:22]2[CH2:27][CH2:26][N:25]([C:28]([O:30][CH:31]([CH3:33])[CH3:32])=[O:29])[CH2:24][CH2:23]2)[CH2:9]1)C1C=CC=CC=1.[H][H].C(N(CC)CC)C.[CH3:43][S:44](Cl)(=[O:46])=[O:45]. Product: [CH3:43][S:44]([N:8]1[CH2:17][CH2:16][C:15]2[C:10](=[CH:11][CH:12]=[N:13][C:14]=2[O:18][CH2:19][CH2:20][CH2:21][CH:22]2[CH2:27][CH2:26][N:25]([C:28]([O:30][CH:31]([CH3:33])[CH3:32])=[O:29])[CH2:24][CH2:23]2)[CH2:9]1)(=[O:46])=[O:45]. The catalyst class is: 604. (5) Reactant: [Cl:1][C:2]1[CH:7]=[C:6]([C:8]([F:11])([F:10])[F:9])[CH:5]=[CH:4][C:3]=1[O:12][C:13]1[CH:20]=[CH:19][C:16]([C:17]#[N:18])=[CH:15][CH:14]=1.C1COCC1.[H-].[Al+3].[Li+].[H-].[H-].[H-].[OH-].[Na+]. Product: [Cl:1][C:2]1[CH:7]=[C:6]([C:8]([F:11])([F:10])[F:9])[CH:5]=[CH:4][C:3]=1[O:12][C:13]1[CH:20]=[CH:19][C:16]([CH2:17][NH2:18])=[CH:15][CH:14]=1. The catalyst class is: 97. (6) Reactant: Cl[C:2]1[N:7]2[N:8]=[CH:9][CH:10]=[C:6]2[N:5]=[C:4]([NH:11][C:12](=[O:23])[C:13]2[CH:18]=[CH:17][C:16]([C:19]([OH:22])([CH3:21])[CH3:20])=[CH:15][CH:14]=2)[CH:3]=1.[C:24]([NH:27][C:28]1[CH:29]=[C:30](B(O)O)[CH:31]=[CH:32][CH:33]=1)(=[O:26])[CH3:25]. Product: [C:24]([NH:27][C:28]1[CH:33]=[C:32]([C:2]2[N:7]3[N:8]=[CH:9][CH:10]=[C:6]3[N:5]=[C:4]([NH:11][C:12](=[O:23])[C:13]3[CH:18]=[CH:17][C:16]([C:19]([OH:22])([CH3:21])[CH3:20])=[CH:15][CH:14]=3)[CH:3]=2)[CH:31]=[CH:30][CH:29]=1)(=[O:26])[CH3:25]. The catalyst class is: 140. (7) Reactant: [CH:1]1([C:4]2[CH:8]=[C:7]([CH2:9][NH:10][C:11]([C:13]3[C:18](=[O:19])[N:17]([C:20]4[CH:25]=[CH:24][CH:23]=[C:22]([C:26]([F:29])([F:28])[F:27])[CH:21]=4)[C:16]([CH3:30])=[C:15]([CH2:31][CH2:32][CH2:33]OS(C)(=O)=O)[CH:14]=3)=[O:12])[O:6][N:5]=2)[CH2:3][CH2:2]1.[CH3:39][S-:40].[Na+]. Product: [CH:1]1([C:4]2[CH:8]=[C:7]([CH2:9][NH:10][C:11]([C:13]3[C:18](=[O:19])[N:17]([C:20]4[CH:25]=[CH:24][CH:23]=[C:22]([C:26]([F:29])([F:28])[F:27])[CH:21]=4)[C:16]([CH3:30])=[C:15]([CH2:31][CH2:32][CH2:33][S:40][CH3:39])[CH:14]=3)=[O:12])[O:6][N:5]=2)[CH2:2][CH2:3]1. The catalyst class is: 3.